This data is from Full USPTO retrosynthesis dataset with 1.9M reactions from patents (1976-2016). The task is: Predict the reactants needed to synthesize the given product. (1) Given the product [CH3:1][O:2][C:3]([C@:5]1([CH2:10][O:11][CH2:12][C:13]2[CH:14]=[CH:15][CH:16]=[CH:17][CH:18]=2)[CH2:9][CH2:8][CH2:7][N:6]1[CH3:21])=[O:4], predict the reactants needed to synthesize it. The reactants are: [CH3:1][O:2][C:3]([C@:5]1([CH2:10][O:11][CH2:12][C:13]2[CH:18]=[CH:17][CH:16]=[CH:15][CH:14]=2)[CH2:9][CH2:8][CH2:7][NH:6]1)=[O:4].C=O.[C:21](O[BH-](OC(=O)C)OC(=O)C)(=O)C.[Na+]. (2) Given the product [NH2:46][C:20]1[C:19]2[N:18]([C:17]([CH:25]3[CH2:28][CH2:27][CH2:26]3)=[N:16][C:15]=2[C:11]2[CH:12]=[CH:13][CH:14]=[C:9]([O:8][CH2:1][C:2]3[CH:7]=[CH:6][CH:5]=[CH:4][CH:3]=3)[C:10]=2[F:29])[CH:23]=[CH:22][N:21]=1, predict the reactants needed to synthesize it. The reactants are: [CH2:1]([O:8][C:9]1[C:10]([F:29])=[C:11]([C:15]2[N:16]=[C:17]([CH:25]3[CH2:28][CH2:27][CH2:26]3)[N:18]3[CH:23]=[CH:22][N:21]=[C:20](Cl)[C:19]=23)[CH:12]=[CH:13][CH:14]=1)[C:2]1[CH:7]=[CH:6][CH:5]=[CH:4][CH:3]=1.C(OC1C(F)=C(C(NC(C2CCC2)=O)C2C(Cl)=NC=C[N:46]=2)C=CC=1)C1C=CC=CC=1. (3) Given the product [CH:1]1([CH2:7][N:8]2[C:12]([C:13]3[CH:18]=[C:17]([C:19]([CH3:22])([CH3:20])[CH3:21])[CH:16]=[C:15]([C:23]([CH3:24])([CH3:25])[CH3:26])[CH:14]=3)=[CH:11][C:10]([S:27]([NH:30][CH2:35][C:36]([O:38][CH2:39][CH3:40])=[O:37])(=[O:29])=[O:28])=[C:9]2[CH3:31])[CH2:2][CH2:3][CH2:4][CH2:5][CH2:6]1, predict the reactants needed to synthesize it. The reactants are: [CH:1]1([CH2:7][N:8]2[C:12]([C:13]3[CH:18]=[C:17]([C:19]([CH3:22])([CH3:21])[CH3:20])[CH:16]=[C:15]([C:23]([CH3:26])([CH3:25])[CH3:24])[CH:14]=3)=[CH:11][C:10]([S:27]([NH2:30])(=[O:29])=[O:28])=[C:9]2[CH3:31])[CH2:6][CH2:5][CH2:4][CH2:3][CH2:2]1.[H-].[Na+].Br[CH2:35][C:36]([O:38][CH2:39][CH3:40])=[O:37].O. (4) Given the product [Cl:19][C:20]1[CH:28]=[C:27]2[C:23]([C:24]([NH:37][C:38](=[O:42])[CH2:39][CH2:40][CH3:41])=[N:25][NH:26]2)=[CH:22][C:21]=1[C:43]1[CH:48]=[CH:47][C:46]([O:49][CH2:50][C:51]2[CH:52]=[CH:53][CH:54]=[CH:55][CH:56]=2)=[CH:45][CH:44]=1, predict the reactants needed to synthesize it. The reactants are: [F-].C([N+](CCCC)(CCCC)CCCC)CCC.[Cl:19][C:20]1[CH:28]=[C:27]2[C:23]([C:24]([NH:37][C:38](=[O:42])[CH2:39][CH2:40][CH3:41])=[N:25][N:26]2COCC[Si](C)(C)C)=[CH:22][C:21]=1[C:43]1[CH:48]=[CH:47][C:46]([O:49][CH2:50][C:51]2[CH:56]=[CH:55][CH:54]=[CH:53][CH:52]=2)=[CH:45][CH:44]=1.C(OCC)(=O)C.